Dataset: Forward reaction prediction with 1.9M reactions from USPTO patents (1976-2016). Task: Predict the product of the given reaction. (1) Given the reactants N([O-])=O.[Na+].S(=O)(=O)(O)O.N[C:11]1[CH:12]=[C:13]([CH:18]=[CH:19][C:20]=1[CH2:21][CH3:22])[C:14]([O:16][CH3:17])=[O:15].[ClH:23], predict the reaction product. The product is: [Cl:23][C:11]1[CH:12]=[C:13]([CH:18]=[CH:19][C:20]=1[CH2:21][CH3:22])[C:14]([O:16][CH3:17])=[O:15]. (2) Given the reactants [F:1][C:2]1[CH:7]=[C:6]([O:8][CH:9]2[CH2:14][CH2:13][CH2:12][O:11][CH2:10]2)[CH:5]=[C:4]([F:15])[C:3]=1[C:16]1[N:21]=[C:20]([C:22]([NH:24][C:25]2[C:26]([N:35]3[CH2:40][C@H:39]([CH3:41])[CH2:38][C@H:37]([NH:42]C(=O)OC(C)(C)C)[CH2:36]3)=[C:27]3[CH2:33][CH2:32][CH:31]([OH:34])[C:28]3=[N:29][CH:30]=2)=[O:23])[CH:19]=[CH:18][C:17]=1[F:50].Cl.O1CCOCC1, predict the reaction product. The product is: [NH2:42][C@H:37]1[CH2:38][C@@H:39]([CH3:41])[CH2:40][N:35]([C:26]2[C:25]([NH:24][C:22]([C:20]3[CH:19]=[CH:18][C:17]([F:50])=[C:16]([C:3]4[C:2]([F:1])=[CH:7][C:6]([O:8][CH:9]5[CH2:14][CH2:13][CH2:12][O:11][CH2:10]5)=[CH:5][C:4]=4[F:15])[N:21]=3)=[O:23])=[CH:30][N:29]=[C:28]3[CH:31]([OH:34])[CH2:32][CH2:33][C:27]=23)[CH2:36]1.